This data is from Retrosynthesis with 50K atom-mapped reactions and 10 reaction types from USPTO. The task is: Predict the reactants needed to synthesize the given product. (1) The reactants are: CNc1ccc(Oc2ccnc3cc(-c4nccn4C)sc23)c(F)c1.O=C(Cc1ccccc1)N=C=S. Given the product CN(C(=S)NC(=O)Cc1ccccc1)c1ccc(Oc2ccnc3cc(-c4nccn4C)sc23)c(F)c1, predict the reactants needed to synthesize it. (2) Given the product NCCn1c(=O)[nH]c2ccccc21, predict the reactants needed to synthesize it. The reactants are: [N-]=[N+]=NCCn1c(=O)[nH]c2ccccc21. (3) Given the product COC(=O)c1ccc2c(c1)Sc1ccc(F)cc1C(O)=C2, predict the reactants needed to synthesize it. The reactants are: C=[N+]=[N-].O=C(O)c1ccc2c(c1)Sc1ccc(F)cc1C(O)=C2. (4) Given the product CCN1NN=CC1CCOc1ccc(NC(=O)CCCc2cnoc2-c2ccccc2)cc1, predict the reactants needed to synthesize it. The reactants are: CCN1NN=CC1CCOc1ccc(N)cc1.O=C(O)CCCc1cnoc1-c1ccccc1. (5) Given the product Cc1csc(C(CNC(C)C)OC(=O)[C@H](O)[C@@H](O)[C@H](O)[C@H](O)CO)c1C, predict the reactants needed to synthesize it. The reactants are: Cc1csc(C(O)CNC(C)C)c1C.O=C(O)[C@H](O)[C@@H](O)[C@H](O)[C@H](O)CO.